This data is from NCI-60 drug combinations with 297,098 pairs across 59 cell lines. The task is: Regression. Given two drug SMILES strings and cell line genomic features, predict the synergy score measuring deviation from expected non-interaction effect. Drug 1: CC1C(C(CC(O1)OC2CC(CC3=C2C(=C4C(=C3O)C(=O)C5=C(C4=O)C(=CC=C5)OC)O)(C(=O)CO)O)N)O.Cl. Drug 2: C1CCN(CC1)CCOC2=CC=C(C=C2)C(=O)C3=C(SC4=C3C=CC(=C4)O)C5=CC=C(C=C5)O. Cell line: UO-31. Synergy scores: CSS=0.933, Synergy_ZIP=0.162, Synergy_Bliss=-0.149, Synergy_Loewe=0.598, Synergy_HSA=-0.400.